This data is from Full USPTO retrosynthesis dataset with 1.9M reactions from patents (1976-2016). The task is: Predict the reactants needed to synthesize the given product. Given the product [CH3:1][C:2]1[C:10]2[O:9][CH:8]=[CH:7][C:6]=2[CH:5]=[CH:4][C:3]=1[C:13]([O:15][CH3:16])=[O:14], predict the reactants needed to synthesize it. The reactants are: [CH3:1][C:2]1[C:10]2[O:9][CH:8](OC)[CH2:7][C:6]=2[CH:5]=[CH:4][C:3]=1[C:13]([O:15][CH3:16])=[O:14].